From a dataset of Peptide-MHC class I binding affinity with 185,985 pairs from IEDB/IMGT. Regression. Given a peptide amino acid sequence and an MHC pseudo amino acid sequence, predict their binding affinity value. This is MHC class I binding data. (1) The peptide sequence is DRFYKTLRA. The MHC is HLA-B35:01 with pseudo-sequence HLA-B35:01. The binding affinity (normalized) is 0. (2) The peptide sequence is ALASCMGL. The MHC is HLA-A02:01 with pseudo-sequence HLA-A02:01. The binding affinity (normalized) is 0.431.